Dataset: Forward reaction prediction with 1.9M reactions from USPTO patents (1976-2016). Task: Predict the product of the given reaction. (1) Given the reactants [O:1]1[CH2:5][CH2:4][CH:3]([C:6]([C:8]2[N:13]=[C:12]([NH:14][C:15](=[O:20])[C:16]([CH3:19])([CH3:18])[CH3:17])[CH:11]=[CH:10][CH:9]=2)=[O:7])[CH2:2]1.[BH4-].[Na+], predict the reaction product. The product is: [OH:7][CH:6]([CH:3]1[CH2:4][CH2:5][O:1][CH2:2]1)[C:8]1[N:13]=[C:12]([NH:14][C:15](=[O:20])[C:16]([CH3:17])([CH3:18])[CH3:19])[CH:11]=[CH:10][CH:9]=1. (2) Given the reactants Br[CH:2]1[CH2:16][CH2:15][C:5]2[N:6]=[C:7]([NH:9][C:10]([NH:12][CH2:13][CH3:14])=[O:11])[S:8][C:4]=2[C:3]1=O.[Br:18][C:19]1[CH:24]=[CH:23][C:22]([NH:25][C:26]([NH2:28])=[S:27])=[CH:21][CH:20]=1, predict the reaction product. The product is: [Br:18][C:19]1[CH:24]=[CH:23][C:22]([NH:25][C:26]2[S:27][C:2]3[CH2:16][CH2:15][C:5]4[N:6]=[C:7]([NH:9][C:10]([NH:12][CH2:13][CH3:14])=[O:11])[S:8][C:4]=4[C:3]=3[N:28]=2)=[CH:21][CH:20]=1. (3) The product is: [Cl:1][C:2]1[CH:7]=[CH:6][C:5]([CH2:8][NH:9][C:10]([C:12]([CH3:15])([CH3:14])[CH3:13])=[O:11])=[CH:4][C:3]=1[NH:16][C:17]1[N:21]([CH3:22])[C:20]2[CH:23]=[C:24]([O:32][CH2:33][CH:34]([F:36])[F:35])[C:25]([C:27]([OH:29])=[O:28])=[CH:26][C:19]=2[N:18]=1. Given the reactants [Cl:1][C:2]1[CH:7]=[CH:6][C:5]([CH2:8][NH:9][C:10]([C:12]([CH3:15])([CH3:14])[CH3:13])=[O:11])=[CH:4][C:3]=1[NH:16][C:17]1[N:21]([CH3:22])[C:20]2[CH:23]=[C:24]([O:32][CH2:33][CH:34]([F:36])[F:35])[C:25]([C:27]([O:29]CC)=[O:28])=[CH:26][C:19]=2[N:18]=1.[OH-].[Na+], predict the reaction product. (4) Given the reactants [Cl:1][C:2]1[C:7]([S:8]([N:11]([O:13][CH3:14])[CH3:12])(=[O:10])=[O:9])=[C:6]([OH:15])[C:5]([NH:16][C:17]2[C:20](=[O:21])[C:19](=[O:22])[C:18]=2OCC)=[CH:4][CH:3]=1.[NH2:26][CH:27]([CH2:30][CH3:31])[CH2:28][CH3:29], predict the reaction product. The product is: [Cl:1][C:2]1[C:7]([S:8]([N:11]([O:13][CH3:14])[CH3:12])(=[O:9])=[O:10])=[C:6]([OH:15])[C:5]([NH:16][C:17]2[C:20](=[O:21])[C:19](=[O:22])[C:18]=2[NH:26][CH:27]([CH2:30][CH3:31])[CH2:28][CH3:29])=[CH:4][CH:3]=1.